This data is from Forward reaction prediction with 1.9M reactions from USPTO patents (1976-2016). The task is: Predict the product of the given reaction. (1) The product is: [CH:1]([C:4]1[CH:9]=[CH:8][CH:7]=[C:6]([CH:10]([CH3:12])[CH3:11])[C:5]=1[C:13]1[CH:14]=[C:15]([CH:16]=[CH:17][CH:18]=1)[NH2:19])([CH3:2])[CH3:3]. Given the reactants [CH:1]([C:4]1[CH:9]=[CH:8][CH:7]=[C:6]([CH:10]([CH3:12])[CH3:11])[C:5]=1[C:13]1[CH:18]=[CH:17][CH:16]=[C:15]([N+:19]([O-])=O)[CH:14]=1)([CH3:3])[CH3:2].[H][H], predict the reaction product. (2) Given the reactants [F:1][C:2]1([F:30])[CH2:7][CH2:6][N:5]([C:8]([C:10]2[NH:11][C:12]3[C:17]([CH:18]=2)=[CH:16][C:15]([C:19]([N:21]2[CH2:26][CH2:25][N:24]([CH:27]([CH3:29])[CH3:28])[CH2:23][CH2:22]2)=[O:20])=[CH:14][CH:13]=3)=[O:9])[CH2:4][CH2:3]1.[CH3:31][C:32]1[CH:37]=[CH:36][C:35](B(O)O)=[CH:34][CH:33]=1.N1C=CC=CC=1, predict the reaction product. The product is: [F:30][C:2]1([F:1])[CH2:7][CH2:6][N:5]([C:8]([C:10]2[N:11]([C:35]3[CH:36]=[CH:37][C:32]([CH3:31])=[CH:33][CH:34]=3)[C:12]3[C:17]([CH:18]=2)=[CH:16][C:15]([C:19]([N:21]2[CH2:22][CH2:23][N:24]([CH:27]([CH3:28])[CH3:29])[CH2:25][CH2:26]2)=[O:20])=[CH:14][CH:13]=3)=[O:9])[CH2:4][CH2:3]1. (3) Given the reactants [CH3:1][C:2]1[N:3]=[C:4]([CH:10]([CH3:12])[CH3:11])[NH:5][C:6]=1[C:7]([O-:9])=[O:8].[H-].[Na+].Cl[CH2:16][O:17][CH2:18][CH2:19][Si:20]([CH3:23])([CH3:22])[CH3:21].C(=O)(O)[O-].[Na+].[CH2:29]1COC[CH2:30]1, predict the reaction product. The product is: [CH3:1][C:2]1[N:3]=[C:4]([CH:10]([CH3:12])[CH3:11])[N:5]([CH2:16][O:17][CH2:18][CH2:19][Si:20]([CH3:23])([CH3:22])[CH3:21])[C:6]=1[C:7]([O:9][CH2:29][CH3:30])=[O:8]. (4) Given the reactants C[Si]([N-][Si](C)(C)C)(C)C.[Na+].[CH2:11]([O:13][C:14]([CH:16]1[CH2:21][CH2:20][N:19]([C:22]([O:24][C:25]([CH3:28])([CH3:27])[CH3:26])=[O:23])[CH2:18][CH2:17]1)=[O:15])[CH3:12].[CH3:29]I, predict the reaction product. The product is: [CH2:11]([O:13][C:14]([C:16]1([CH3:29])[CH2:21][CH2:20][N:19]([C:22]([O:24][C:25]([CH3:27])([CH3:26])[CH3:28])=[O:23])[CH2:18][CH2:17]1)=[O:15])[CH3:12]. (5) Given the reactants CS(C)=O.[CH2:5]([O:12][C:13]1[CH:14]=[C:15]([CH2:20][OH:21])[CH:16]=[C:17]([CH3:19])[CH:18]=1)[C:6]1[CH:11]=[CH:10][CH:9]=[CH:8][CH:7]=1.C(N(CC)CC)C, predict the reaction product. The product is: [CH2:5]([O:12][C:13]1[CH:14]=[C:15]([CH:16]=[C:17]([CH3:19])[CH:18]=1)[CH:20]=[O:21])[C:6]1[CH:7]=[CH:8][CH:9]=[CH:10][CH:11]=1. (6) Given the reactants [N+:1]([C:4]1[CH:9]=[CH:8][C:7]([C:10]2[CH:15]=[CH:14][C:13]([S:16]([N:19]3[CH:24]([C:25]([OH:27])=[O:26])[CH2:23][C:22]4[N:28]([CH3:31])[CH:29]=[N:30][C:21]=4[CH2:20]3)(=[O:18])=[O:17])=[CH:12][CH:11]=2)=[CH:6][CH:5]=1)([O-])=O, predict the reaction product. The product is: [NH2:1][C:4]1[CH:9]=[CH:8][C:7]([C:10]2[CH:11]=[CH:12][C:13]([S:16]([N:19]3[CH:24]([C:25]([OH:27])=[O:26])[CH2:23][C:22]4[N:28]([CH3:31])[CH:29]=[N:30][C:21]=4[CH2:20]3)(=[O:18])=[O:17])=[CH:14][CH:15]=2)=[CH:6][CH:5]=1. (7) Given the reactants [Cl:1][C:2]1[CH:3]=[C:4]([C:8]#[CH:9])[CH:5]=[CH:6][CH:7]=1.[C:10]([O:14][C:15]([N:17]1[CH2:22][CH2:21][NH:20][CH2:19][CH2:18]1)=[O:16])([CH3:13])([CH3:12])[CH3:11].[CH:23](=O)[CH2:24][CH3:25], predict the reaction product. The product is: [C:10]([O:14][C:15]([N:17]1[CH2:22][CH2:21][N:20]([CH:23]([CH2:24][CH3:25])[C:9]#[C:8][C:4]2[CH:5]=[CH:6][CH:7]=[C:2]([Cl:1])[CH:3]=2)[CH2:19][CH2:18]1)=[O:16])([CH3:13])([CH3:11])[CH3:12].